Predict the reactants needed to synthesize the given product. From a dataset of Full USPTO retrosynthesis dataset with 1.9M reactions from patents (1976-2016). (1) The reactants are: Br[C:2]1[CH:3]=[N:4][C:5]2[N:6]([CH:8]=[C:9]([CH2:11][O:12][C:13]3[CH:18]=[CH:17][C:16]([F:19])=[CH:15][CH:14]=3)[N:10]=2)[CH:7]=1.[CH3:20][C:21]1[CH:26]=[CH:25][N:24]=[CH:23][C:22]=1B(O)O. Given the product [F:19][C:16]1[CH:17]=[CH:18][C:13]([O:12][CH2:11][C:9]2[N:10]=[C:5]3[N:4]=[CH:3][C:2]([C:22]4[CH:23]=[N:24][CH:25]=[CH:26][C:21]=4[CH3:20])=[CH:7][N:6]3[CH:8]=2)=[CH:14][CH:15]=1, predict the reactants needed to synthesize it. (2) Given the product [F:24][C@H:22]1[CH2:21][N:20]([C:25]([O:27][C:28]([CH3:30])([CH3:31])[CH3:29])=[O:26])[C@H:19]([C:17](=[O:18])[NH:16][C@@H:13]2[C@@H:11]3[C@@H:10]([CH2:9][NH:8][CH2:12]3)[CH2:15][CH2:14]2)[CH2:23]1, predict the reactants needed to synthesize it. The reactants are: C([N:8]1[CH2:12][C@@H:11]2[C@@H:13]([NH:16][C:17]([C@@H:19]3[CH2:23][C@@H:22]([F:24])[CH2:21][N:20]3[C:25]([O:27][C:28]([CH3:31])([CH3:30])[CH3:29])=[O:26])=[O:18])[CH2:14][CH2:15][C@@H:10]2[CH2:9]1)C1C=CC=CC=1.[H][H]. (3) Given the product [F:25][C:26]1[CH:31]=[CH:30][CH:29]=[CH:28][C:27]=1[CH2:32][CH2:33][NH:34][C:21]([C:20]1[CH:24]=[C:16]([N:14]2[CH2:15][C@@H:10]3[CH2:9][N:8]([C:6]([O:5][C:1]([CH3:2])([CH3:4])[CH3:3])=[O:7])[CH2:12][C@@H:11]3[CH2:13]2)[CH:17]=[N:18][CH:19]=1)=[O:23], predict the reactants needed to synthesize it. The reactants are: [C:1]([O:5][C:6]([N:8]1[CH2:12][C@H:11]2[CH2:13][N:14]([C:16]3[CH:17]=[N:18][CH:19]=[C:20]([CH:24]=3)[C:21]([OH:23])=O)[CH2:15][C@H:10]2[CH2:9]1)=[O:7])([CH3:4])([CH3:3])[CH3:2].[F:25][C:26]1[CH:31]=[CH:30][CH:29]=[CH:28][C:27]=1[CH2:32][CH2:33][NH2:34]. (4) Given the product [Cl:1][C:2]1[C:10]2[C:5](=[CH:6][CH:7]=[C:8]([CH:11]3[O:16][CH2:15][CH2:14][CH2:13][O:12]3)[CH:9]=2)[NH:4][N:3]=1, predict the reactants needed to synthesize it. The reactants are: [Cl:1][C:2]1[C:10]2[C:5](=[CH:6][CH:7]=[C:8]([CH:11]=[O:12])[CH:9]=2)[NH:4][N:3]=1.[CH2:13](O)[CH2:14][CH2:15][OH:16].C1(C)C=CC(S(O)(=O)=O)=CC=1.